From a dataset of Forward reaction prediction with 1.9M reactions from USPTO patents (1976-2016). Predict the product of the given reaction. (1) Given the reactants [N:1]1([C:7]2[C:16]3[C:11](=[CH:12][CH:13]=[CH:14][CH:15]=3)[N:10]=[CH:9][CH:8]=2)[CH2:6][CH2:5][O:4][CH2:3][CH2:2]1.[Br:17]Br, predict the reaction product. The product is: [Br:17][C:8]1[CH:9]=[N:10][C:11]2[C:16]([C:7]=1[N:1]1[CH2:6][CH2:5][O:4][CH2:3][CH2:2]1)=[CH:15][CH:14]=[CH:13][CH:12]=2. (2) The product is: [CH2:1]([C:3]1[CH:4]=[N:5][N:6]([CH3:18])[C:7]=1[C:8]1[CH:9]=[C:10]([C:14]([O:16][CH3:17])=[O:15])[S:11][C:12]=1[CH3:13])[CH3:2]. Given the reactants [CH:1]([C:3]1[CH:4]=[N:5][N:6]([CH3:18])[C:7]=1[C:8]1[CH:9]=[C:10]([C:14]([O:16][CH3:17])=[O:15])[S:11][C:12]=1[CH3:13])=[CH2:2], predict the reaction product.